Dataset: Forward reaction prediction with 1.9M reactions from USPTO patents (1976-2016). Task: Predict the product of the given reaction. (1) Given the reactants [Na+].[C:2]([NH:5][C:6]1[CH:15]=[C:14]2[C:9]([CH:10]=[CH:11][C:12]([S:16]([O-:19])(=O)=[O:17])=[CH:13]2)=[CH:8][CH:7]=1)(=[O:4])[CH3:3].P(Cl)(Cl)([Cl:22])=O, predict the reaction product. The product is: [Cl:22][S:16]([C:12]1[CH:13]=[C:14]2[C:9]([CH:8]=[CH:7][C:6]([NH:5][C:2](=[O:4])[CH3:3])=[CH:15]2)=[CH:10][CH:11]=1)(=[O:19])=[O:17]. (2) Given the reactants [NH2:1][C:2]1[N:10]=[CH:9][CH:8]=[CH:7][C:3]=1[C:4]([OH:6])=O.ON1C2C=CC=CC=2N=N1.CCN=C=NCCCN(C)C.[CH2:32]([C:34]1[CH:35]=[C:36]([CH:46]=[CH:47][CH:48]=1)[O:37][C:38]1[CH:39]=[C:40]([CH:43]=[CH:44][CH:45]=1)[CH2:41][NH2:42])[CH3:33].C(=O)(O)[O-].[Na+], predict the reaction product. The product is: [CH2:32]([C:34]1[CH:35]=[C:36]([CH:46]=[CH:47][CH:48]=1)[O:37][C:38]1[CH:39]=[C:40]([CH2:41][NH:42][C:4](=[O:6])[C:3]2[CH:7]=[CH:8][CH:9]=[N:10][C:2]=2[NH2:1])[CH:43]=[CH:44][CH:45]=1)[CH3:33]. (3) Given the reactants [CH3:1][O:2][C:3](=[O:30])[C:4]1[CH:9]=[C:8]([O:10][C:11]2[CH:16]=[CH:15][C:14]([NH2:17])=[C:13]([CH3:18])[CH:12]=2)[CH:7]=[CH:6][C:5]=1[NH:19][S:20]([C:23]1[CH:28]=[CH:27][C:26]([CH3:29])=[CH:25][CH:24]=1)(=[O:22])=[O:21].[C:31]1([CH3:41])[CH:36]=[CH:35][C:34]([S:37](Cl)(=[O:39])=[O:38])=[CH:33][CH:32]=1.N1C=CC=CC=1, predict the reaction product. The product is: [CH3:1][O:2][C:3](=[O:30])[C:4]1[CH:9]=[C:8]([O:10][C:11]2[CH:16]=[CH:15][C:14]([NH:17][S:37]([C:34]3[CH:35]=[CH:36][C:31]([CH3:41])=[CH:32][CH:33]=3)(=[O:39])=[O:38])=[C:13]([CH3:18])[CH:12]=2)[CH:7]=[CH:6][C:5]=1[NH:19][S:20]([C:23]1[CH:24]=[CH:25][C:26]([CH3:29])=[CH:27][CH:28]=1)(=[O:22])=[O:21]. (4) Given the reactants [Cl:1][C:2]1[CH:7]=[CH:6][C:5]([C:8]([C:16]2[CH:17]=[C:18]3[C:23](=[CH:24][CH:25]=2)[N:22]=[C:21](Cl)[C:20]([C:27]2[CH:32]=[CH:31][CH:30]=[CH:29][CH:28]=2)=[C:19]3[Cl:33])([C:10]2[CH:11]=[N:12][CH:13]=[CH:14][CH:15]=2)[OH:9])=[CH:4][CH:3]=1.CC1(C)C(C)(C)OB([C:42]2[CH:43]=[N:44][CH:45]=[CH:46][CH:47]=2)O1.C([O-])([O-])=O.[K+].[K+].O, predict the reaction product. The product is: [Cl:33][C:19]1[C:18]2[C:23](=[CH:24][CH:25]=[C:16]([C:8]([C:5]3[CH:6]=[CH:7][C:2]([Cl:1])=[CH:3][CH:4]=3)([C:10]3[CH:11]=[N:12][CH:13]=[CH:14][CH:15]=3)[OH:9])[CH:17]=2)[N:22]=[C:21]([C:42]2[CH:43]=[N:44][CH:45]=[CH:46][CH:47]=2)[C:20]=1[C:27]1[CH:28]=[CH:29][CH:30]=[CH:31][CH:32]=1.